From a dataset of Catalyst prediction with 721,799 reactions and 888 catalyst types from USPTO. Predict which catalyst facilitates the given reaction. (1) Reactant: [CH:1]1([CH2:4][O:5][C:6]2[CH:11]=[CH:10][N:9]=[CH:8][C:7]=2[N+:12]([O-])=O)[CH2:3][CH2:2]1. Product: [CH:1]1([CH2:4][O:5][C:6]2[CH:11]=[CH:10][N:9]=[CH:8][C:7]=2[NH2:12])[CH2:2][CH2:3]1. The catalyst class is: 19. (2) Reactant: [F:1][C:2]1[CH:3]=[C:4]2[C:8](=[CH:9][CH:10]=1)[C:7](=[O:11])O[C:5]2=[O:12].[NH2:13][CH2:14][C:15]([OH:17])=[O:16].S([O-])(O[CH3:22])(=O)=O.C(=O)([O-])[O-].[K+].[K+]. Product: [CH3:22][O:16][C:15](=[O:17])[CH2:14][N:13]1[C:5](=[O:12])[C:4]2[C:8](=[CH:9][CH:10]=[C:2]([F:1])[CH:3]=2)[C:7]1=[O:11]. The catalyst class is: 372.